This data is from NCI-60 drug combinations with 297,098 pairs across 59 cell lines. The task is: Regression. Given two drug SMILES strings and cell line genomic features, predict the synergy score measuring deviation from expected non-interaction effect. Drug 1: CC12CCC(CC1=CCC3C2CCC4(C3CC=C4C5=CN=CC=C5)C)O. Drug 2: C(CN)CNCCSP(=O)(O)O. Cell line: PC-3. Synergy scores: CSS=0.378, Synergy_ZIP=-1.55, Synergy_Bliss=-3.72, Synergy_Loewe=-5.45, Synergy_HSA=-3.03.